This data is from Catalyst prediction with 721,799 reactions and 888 catalyst types from USPTO. The task is: Predict which catalyst facilitates the given reaction. (1) Product: [F:16][C:15]([F:18])([F:17])[O:14][C:11]1[CH:12]=[CH:13][C:8]([O:7][CH2:6][C:5]([NH2:1])=[O:4])=[CH:9][CH:10]=1. Reactant: [NH4+:1].[OH-].C[O:4][C:5](=O)[CH2:6][O:7][C:8]1[CH:13]=[CH:12][C:11]([O:14][C:15]([F:18])([F:17])[F:16])=[CH:10][CH:9]=1. The catalyst class is: 5. (2) Reactant: Br[C:2]1[CH:7]=[CH:6][CH:5]=[C:4]([S:8]([CH3:11])(=[O:10])=[O:9])[CH:3]=1.[I-:12].[Na+].CN[C@@H]1CCCC[C@H]1NC. Product: [I:12][C:2]1[CH:7]=[CH:6][CH:5]=[C:4]([S:8]([CH3:11])(=[O:10])=[O:9])[CH:3]=1. The catalyst class is: 830. (3) Reactant: [C:1]([C:4]1[CH:9]=[CH:8][CH:7]=[C:6](Br)[N:5]=1)(=[O:3])[CH3:2].[CH2:11]([OH:14])[C:12]#[CH:13].C(NC(C)C)(C)C. Product: [OH:14][CH2:11][C:12]#[C:13][C:6]1[N:5]=[C:4]([C:1](=[O:3])[CH3:2])[CH:9]=[CH:8][CH:7]=1. The catalyst class is: 356.